From a dataset of Forward reaction prediction with 1.9M reactions from USPTO patents (1976-2016). Predict the product of the given reaction. Given the reactants [F:1][C:2]([F:22])([F:21])[CH:3]1[CH2:8][CH2:7][CH2:6][N:5]([C:9]2[CH:10]=[CH:11][C:12]3[N:18]4[CH2:19][C@H:15]([CH2:16][CH2:17]4)[NH:14][C:13]=3[N:20]=2)[CH2:4]1.[Cl:23]C(Cl)(O[C:27](=[O:33])OC(Cl)(Cl)Cl)Cl.[NH2:35][C:36]1[CH:41]=[CH:40][N:39]=[CH:38][N:37]=1, predict the reaction product. The product is: [ClH:23].[N:39]1[CH:40]=[CH:41][C:36]([NH:35][C:27]([N:14]2[C@@H:15]3[CH2:19][N:18]([CH2:17][CH2:16]3)[C:12]3[CH:11]=[CH:10][C:9]([N:5]4[CH2:6][CH2:7][CH2:8][CH:3]([C:2]([F:1])([F:21])[F:22])[CH2:4]4)=[N:20][C:13]2=3)=[O:33])=[N:37][CH:38]=1.